This data is from Drug-target binding data from BindingDB using IC50 measurements. The task is: Regression. Given a target protein amino acid sequence and a drug SMILES string, predict the binding affinity score between them. We predict pIC50 (pIC50 = -log10(IC50 in M); higher means more potent). Dataset: bindingdb_ic50. (1) The compound is CCCCC[C@H](O)/C=C/[C@H]1[C@H](O)C[C@H](O)[C@@H]1C/C=C\CCCC(=O)OC. The target protein sequence is MFAVHLMAFYFSKLKEDQIKKVDRFLYHMRLSDDTLLDIMRRFRAEMEKGLAKDTNPTAAVKMLPTFVRAIPDGSENGEFLSLDLGGSKFRVLKVQVAEEGKRHVQMESQFYPTPNEIIRGNGTELFEYVADCLADFMKTKDLKHKKLPLGLTFSFPCRQTKLEEGVLLSWTKKFKARGVQDTDVVSRLTKAMRRHKDMDVDILALVNDTVGTMMTCAYDDPYCEVGVIIGTGTNACYMEDMSNIDLVEGDEGRMCINTEWGAFGDDGALEDIRTEFDRELDLGSLNPGKQLFEKMISGLYLGELVRLILLKMAKAGLLFGGEKSSALHTKGKIETRHVAAMEKYKEGLANTREILVDLGLEPSEADCIAVQHVCTIVSFRSANLCAAALAAILTRLRENKKVERLRTTVGMDGTLYKIHPQYPKRLHKVVRKLVPSCDVRFLLSESGSTKGAAMVTAVASRVQAQRKQIDRVLALFQLTREQLVDVQAKMRAELEYGLK.... The pIC50 is 5.0. (2) The small molecule is COc1cc2c(cc1-c1c(C)noc1C)ncc1c2n([C@H](C)c2ccccn2)c(=O)n1CC(=O)NCCOCCOCCOCCOCCNC(=O)C[C@@H]1N=C(c2ccc(Cl)cc2)c2c(sc(C)c2C)-n2c(C)nnc21. The target protein sequence is NTKKNGRLTNQLQYLQKVVLKDLWKHSFSWPFQRPVDAVKLQLPDYYTIIKNPMDLNTIKKRLENKYYAKASECIEDFNTMFSNCYLYNKPGDDIVLMAQALEKLFMQKLSQMPQEE. The pIC50 is 8.2. (3) The small molecule is CC(=O)N[C@@H]1[C@@H](N)C=C(C(=O)O)O[C@H]1C(=O)N(CCO)CCc1ccccc1. The target protein (Q6XUE4) has sequence MNPNQKIITIGSVSLTIATVCFLMQIAILATTVTLHFKQHECDSPASNQVMPCEPIIIERNITEIVYLNNTTIEKEICPEVVEYRNWSKPQCQITGFAPFSKDNSIRLSAGGDIWVTREPYVSCDPGKCYQFALGQGTTLDNKHSNGTIHDRIPHRTLLMNELGVPFHLGTKQVCVAWSSSSCHDGKAWLHVCVTGDDRNATASFIYDGRLVDSIGSWSQNILRTQESECVCINGTCTVVMTDGSASGRADTRILFIKEGKIVHISPLSGSAQHIEECSCYPRYPDVRCICRDNWKGSNRPVIDINMEDYSIDSSYVCSGLVGDTPRNDDSSSNSNCRDPNNERGNPGVKGWAFDNGDDVWMGRTINKDSRSGYETFKVIGGWSTPNSKSQVNRQVIVDNNNWSGYSGIFSVEGKSCINRCFYVELIRGRPQETRVWWTSNSIVVFCGTSGTYGTGSWPDGANINFMPI. The pIC50 is 7.9. (4) The compound is c1cncc(Nc2ncc(-c3ccncn3)c(-c3ccco3)n2)c1. The target protein (Q60614) has sequence MQLETQDALYVALELVIAALAVAGNVLVCAAVGASSALQTPTNYFLVSLATADVAVGLFAIPFAITISLGFCTDFHGCLFLACFVLVLTQSSIFSLLAVAVDRYLAIRVPLRYKGLVTGTRARGIIAVLWVLAFGIGLTPFLGWNSKDSATSNCTELGDGIANKSCCPVTCLFENVVPMSYMVYFNFFGCVLPPLLIMLVIYIKIFMVACKQLQRMELMDHSRTTLQREIHAAKSLAMIVGIFALCWLPVHAINCITLFHPALAKDKPKWVMNVAILLSHANSVVNPIVYAYRNRDFRYSFHKIISRYVLCQAETKGGSGQAGAQSTLSLGL. The pIC50 is 6.2. (5) The drug is CCOc1ccc(Cc2cc([C@@H]3OC(OC)[C@@H](O)[C@H](O)[C@H]3O)ccc2Cl)cc1. The target protein (Q923I7) has sequence MEQHVEAGSELGEQKVLIDNPADILVIAAYFLLVIGVGLWSMFRTNRGTVGGYFLAGRSMVWWPVGASLFASNIGSGHFVGLAGTGAASGLAVAGFEWNALFVVLLLGWLFVPVYLTAGVITMPQYLRKRFGGHRIRLYLSVLSLFLYIFTKISVDMFSGAVFIQQALGWNIYASVIALLGITMIYTVTGGLAALMYTDTVQTFVILAGAFILTGYAFHEVGGYSGLFDKYLGAMTSLTVSKDPSVGNISSTCYQPRPDSYHLLRDPVTGDLPWPALLLGLTIVSGWYWCSDQVIVQRCLAGKNLTHIKAGCILCGYLKLMPMFLMVMPGMISRILYPDEVACVVPEVCKRVCGTEVGCSNIAYPRLVVKLMPNGLRGLMLAVMLAALMSSLASIFNSSSTLFTMDIYTRLRPRAGDKELLLVGRLWVVFIVAVSVAWLPVVQAAQGGQLFDYIQSVSSYLAPPVSAVFVLALFVPRVNEKGAFWGLVGGLLMGLARLIP.... The pIC50 is 8.2. (6) The target protein (Q16665) has sequence MEGAGGANDKKKISSERRKEKSRDAARSRRSKESEVFYELAHQLPLPHNVSSHLDKASVMRLTISYLRVRKLLDAGDLDIEDDMKAQMNCFYLKALDGFVMVLTDDGDMIYISDNVNKYMGLTQFELTGHSVFDFTHPCDHEEMREMLTHRNGLVKKGKEQNTQRSFFLRMKCTLTSRGRTMNIKSATWKVLHCTGHIHVYDTNSNQPQCGYKKPPMTCLVLICEPIPHPSNIEIPLDSKTFLSRHSLDMKFSYCDERITELMGYEPEELLGRSIYEYYHALDSDHLTKTHHDMFTKGQVTTGQYRMLAKRGGYVWVETQATVIYNTKNSQPQCIVCVNYVVSGIIQHDLIFSLQQTECVLKPVESSDMKMTQLFTKVESEDTSSLFDKLKKEPDALTLLAPAAGDTIISLDFGSNDTETDDQQLEEVPLYNDVMLPSPNEKLQNINLAMSPLPTAETPKPLRSSADPALNQEVALKLEPNPESLELSFTMPQIQDQTPS.... The compound is COC(=O)c1cc(CNc2ccc(NC(=O)Nc3ccccc3)cc2)cc(C(=O)OC)c1. The pIC50 is 4.8. (7) The small molecule is COc1cc(C=CC(=O)CC(=O)C=Cc2ccc(O)c(OC)c2)ccc1O. The target is SSSEEGLTCRGIPNSISI. The pIC50 is 4.2. (8) The small molecule is O=C(O)C(=O)CC(=O)c1ccc(-c2ccccc2)cc1. The target protein (P03433) has sequence MEDFVRQCFNPMIVELAEKTMKEYGEDLKIETNKFAAICTHLEVCFMYSDFHFINEQGESIIVELGDPNALLKHRFEIIEGRDRTMAWTVVNSICNTTGAEKPKFLPDLYDYKENRFIEIGVTRREVHIYYLEKANKIKSEKTHIHIFSFTGEEMATKADYTLDEESRARIKTRLFTIRQEMASRGLWDSFRQSERGEETIEERFEITGTMRKLADQSLPPNFSSLENFRAYVDGFEPNGYIEGKLSQMSKEVNARIEPFLKTTPRPLRLPNGPPCSQRSKFLLMDALKLSIEDPSHEGEGIPLYDAIKCMRTFFGWKEPNVVKPHEKGINPNYLLSWKQVLAELQDIENEEKIPKTKNMKKTSQLKWALGENMAPEKVDFDDCKDVGDLKQYDSDEPELRSLASWIQNEFNKACELTDSSWIELDEIGEDVAPIEHIASMRRNYFTSEVSHCRATEYIMKGVYINTALLNASCAAMDDFQLIPMISKCRTKEGRRKTNL.... The pIC50 is 5.4. (9) The drug is CNc1nc(-c2ccc3c(N)n[nH]c3c2)cc(N2C[C@@H](C(=O)Nc3ccccc3)CC[C@H]2C)n1. The target protein (O15530) has sequence MARTTSQLYDAVPIQSSVVLCSCPSPSMVRTQTESSTPPGIPGGSRQGPAMDGTAAEPRPGAGSLQHAQPPPQPRKKRPEDFKFGKILGEGSFSTVVLARELATSREYAIKILEKRHIIKENKVPYVTRERDVMSRLDHPFFVKLYFTFQDDEKLYFGLSYAKNGELLKYIRKIGSFDETCTRFYTAEIVSALEYLHGKGIIHRDLKPENILLNEDMHIQITDFGTAKVLSPESKQARANSFVGTAQYVSPELLTEKSACKSSDLWALGCIIYQLVAGLPPFRAGNEYLIFQKIIKLEYDFPEKFFPKARDLVEKLLVLDATKRLGCEEMEGYGPLKAHPFFESVTWENLHQQTPPKLTAYLPAMSEDDEDCYGNYDNLLSQFGCMQVSSSSSSHSLSASDTGLPQRSGSNIEQYIHDLDSNSFELDLQFSEDEKRLLLEKQAGGNPWHQFVENNLILKMGPVDKRKGLFARRRQLLLTEGPHLYYVDPVNKVLKGEIPW.... The pIC50 is 6.2.